Task: Predict the product of the given reaction.. Dataset: Forward reaction prediction with 1.9M reactions from USPTO patents (1976-2016) Given the reactants Br[C:2]1[CH:7]=[CH:6][C:5]2[C:8]3[CH2:9][NH:10][C@H:11]([CH3:15])[CH2:12][C:13]=3[O:14][C:4]=2[CH:3]=1.[N:16]1[CH:21]=[CH:20][CH:19]=[CH:18][C:17]=1[CH2:22][O:23][C:24]1[CH:29]=[CH:28][NH:27][C:26](=[O:30])[CH:25]=1.CN[C@H]1CCCC[C@@H]1NC.C([O-])([O-])=O.[Cs+].[Cs+], predict the reaction product. The product is: [CH3:15][C@H:11]1[NH:10][CH2:9][C:8]2[C:5]3[CH:6]=[CH:7][C:2]([N:27]4[CH:28]=[CH:29][C:24]([O:23][CH2:22][C:17]5[CH:18]=[CH:19][CH:20]=[CH:21][N:16]=5)=[CH:25][C:26]4=[O:30])=[CH:3][C:4]=3[O:14][C:13]=2[CH2:12]1.